This data is from Forward reaction prediction with 1.9M reactions from USPTO patents (1976-2016). The task is: Predict the product of the given reaction. (1) Given the reactants C[O:2][C:3](=[O:35])[CH2:4][O:5][C:6]1[CH:15]=[CH:14][C:13]2[C:8](=[CH:9][CH:10]=[C:11]([CH2:16][NH:17][C:18]([C:20]3[CH:21]=[N:22][N:23]([C:28]4[CH:33]=[CH:32][CH:31]=[CH:30][CH:29]=4)[C:24]=3[CH2:25][CH2:26][CH3:27])=[O:19])[CH:12]=2)[C:7]=1[Br:34].[OH-].[Na+].O, predict the reaction product. The product is: [Br:34][C:7]1[C:8]2[C:13](=[CH:12][C:11]([CH2:16][NH:17][C:18]([C:20]3[CH:21]=[N:22][N:23]([C:28]4[CH:29]=[CH:30][CH:31]=[CH:32][CH:33]=4)[C:24]=3[CH2:25][CH2:26][CH3:27])=[O:19])=[CH:10][CH:9]=2)[CH:14]=[CH:15][C:6]=1[O:5][CH2:4][C:3]([OH:35])=[O:2]. (2) Given the reactants [CH3:1][O:2][C:3]1[C:8]([C:9]([OH:11])=O)=[CH:7][C:6]([C:12]([NH2:14])=[O:13])=[CH:5][CH:4]=1.[Cl:15][C:16]1[CH:22]=[C:21]([C:23]([F:26])([F:25])[F:24])[CH:20]=[CH:19][C:17]=1[NH2:18], predict the reaction product. The product is: [Cl:15][C:16]1[CH:22]=[C:21]([C:23]([F:25])([F:26])[F:24])[CH:20]=[CH:19][C:17]=1[NH:18][C:9](=[O:11])[C:8]1[CH:7]=[C:6]([CH:5]=[CH:4][C:3]=1[O:2][CH3:1])[C:12]([NH2:14])=[O:13]. (3) Given the reactants [OH:1][C:2]1[CH:10]=[CH:9][C:5]([C:6]([OH:8])=[O:7])=[CH:4][CH:3]=1.[OH-].[K+].[I-].[K+].Br[CH2:16][CH2:17][CH2:18][OH:19], predict the reaction product. The product is: [OH:19][CH2:18][CH2:17][CH2:16][O:1][C:2]1[CH:10]=[CH:9][C:5]([C:6]([OH:8])=[O:7])=[CH:4][CH:3]=1. (4) Given the reactants [CH3:1][C:2]1[O:6][N:5]=[C:4]([C:7]2[CH:12]=[CH:11][CH:10]=[CH:9][CH:8]=2)[C:3]=1[C:13]1[CH:14]=[C:15]2[C:20](=[C:21]([O:23]COCC[Si](C)(C)C)[CH:22]=1)[N:19]=[CH:18][N:17](COCC[Si](C)(C)C)[C:16]2=[O:40], predict the reaction product. The product is: [OH:23][C:21]1[CH:22]=[C:13]([C:3]2[C:4]([C:7]3[CH:8]=[CH:9][CH:10]=[CH:11][CH:12]=3)=[N:5][O:6][C:2]=2[CH3:1])[CH:14]=[C:15]2[C:20]=1[N:19]=[CH:18][NH:17][C:16]2=[O:40]. (5) Given the reactants [Br:1][C:2]1[CH:12]=[CH:11][C:5]2[O:6][CH2:7][C:8](=O)[NH:9][C:4]=2[CH:3]=1, predict the reaction product. The product is: [Br:1][C:2]1[CH:12]=[CH:11][C:5]2[O:6][CH2:7][CH2:8][NH:9][C:4]=2[CH:3]=1. (6) Given the reactants [Br:1][C:2]1[C:3]([NH:23][S:24]([CH3:27])(=[O:26])=[O:25])=[CH:4][C:5]2[O:9][C:8]([C:10]3[CH:15]=[CH:14][C:13]([F:16])=[CH:12][CH:11]=3)=[C:7]([C:17]([O:19]CC)=[O:18])[C:6]=2[CH:22]=1.O[Li].O, predict the reaction product. The product is: [Br:1][C:2]1[C:3]([NH:23][S:24]([CH3:27])(=[O:25])=[O:26])=[CH:4][C:5]2[O:9][C:8]([C:10]3[CH:15]=[CH:14][C:13]([F:16])=[CH:12][CH:11]=3)=[C:7]([C:17]([OH:19])=[O:18])[C:6]=2[CH:22]=1. (7) Given the reactants [F:1][C:2]1[CH:3]=[C:4]2[C:9](=[CH:10][CH:11]=1)[N:8]=[C:7]([CH3:12])[CH:6]=[CH:5]2.[OH-].[Na+].C=O.C[CH2:18][OH:19], predict the reaction product. The product is: [F:1][C:2]1[CH:3]=[C:4]2[C:9](=[CH:10][CH:11]=1)[N:8]=[C:7]([CH2:12][CH2:18][OH:19])[CH:6]=[CH:5]2. (8) Given the reactants [Br:1][CH2:2][C:3](=O)[C:4]([C:6]1[CH:11]=[CH:10][CH:9]=[CH:8][CH:7]=1)=[O:5].[NH2:13][C:14]1[CH:19]=[CH:18][C:17]([Cl:20])=[CH:16][N:15]=1, predict the reaction product. The product is: [BrH:1].[Cl:20][C:17]1[CH:18]=[CH:19][C:14]2[N:15]([CH:2]=[C:3]([C:4]([C:6]3[CH:11]=[CH:10][CH:9]=[CH:8][CH:7]=3)=[O:5])[N:13]=2)[CH:16]=1. (9) The product is: [CH3:19][N:3]1[C:2]([CH3:1])=[C:6]([B:7]2[O:11][C:10]([CH3:12])([CH3:13])[C:9]([CH3:15])([CH3:14])[O:8]2)[C:5]([CH3:16])=[N:4]1. Given the reactants [CH3:1][C:2]1[C:6]([B:7]2[O:11][C:10]([CH3:13])([CH3:12])[C:9]([CH3:15])([CH3:14])[O:8]2)=[C:5]([CH3:16])[NH:4][N:3]=1.IC.[C:19]([O-])([O-])=O.[K+].[K+], predict the reaction product. (10) Given the reactants [Br:1][C:2]1[CH:6]=[N:5][N:4]([CH3:7])[C:3]=1[C:8]1[CH:9]=[C:10]([NH2:23])[CH:11]=[CH:12][C:13]=1[O:14][CH2:15][CH2:16][C:17]1[CH:22]=[CH:21][CH:20]=[CH:19][CH:18]=1.[F:24][C:25]1[CH:30]=[CH:29][C:28]([N:31]=[C:32]=[O:33])=[CH:27][CH:26]=1, predict the reaction product. The product is: [Br:1][C:2]1[CH:6]=[N:5][N:4]([CH3:7])[C:3]=1[C:8]1[CH:9]=[C:10]([NH:23][C:32]([NH:31][C:28]2[CH:29]=[CH:30][C:25]([F:24])=[CH:26][CH:27]=2)=[O:33])[CH:11]=[CH:12][C:13]=1[O:14][CH2:15][CH2:16][C:17]1[CH:18]=[CH:19][CH:20]=[CH:21][CH:22]=1.